Task: Predict the reaction yield, written as a fraction of the theoretical maximum amount of product (1.0 means a 100% yield; for example, 0.34 means a 34% yield).. Dataset: Reaction yield outcomes from USPTO patents with 853,638 reactions The reactants are [Cl:1][C:2]1[CH:17]=[CH:16][C:5]([O:6][CH2:7][CH2:8][S:9][C:10]2[N:14]=[C:13]([NH2:15])[NH:12][N:11]=2)=[CH:4][CH:3]=1.[CH2:18]([C:25]([C:27]([F:30])([F:29])[F:28])=O)[C:19]([C:21]([F:24])([F:23])[F:22])=O. No catalyst specified. The product is [Cl:1][C:2]1[CH:3]=[CH:4][C:5]([O:6][CH2:7][CH2:8][S:9][C:10]2[N:14]=[C:13]3[N:15]=[C:19]([C:21]([F:22])([F:23])[F:24])[CH:18]=[C:25]([C:27]([F:28])([F:30])[F:29])[N:12]3[N:11]=2)=[CH:16][CH:17]=1. The yield is 0.320.